From a dataset of Full USPTO retrosynthesis dataset with 1.9M reactions from patents (1976-2016). Predict the reactants needed to synthesize the given product. (1) The reactants are: [CH3:1][CH:2]([CH3:21])[C:3]([C:6]1[C:7]([C:15]2[CH:20]=[CH:19][CH:18]=[CH:17][CH:16]=2)=[N:8][N:9]2[CH:14]=[CH:13][CH:12]=[CH:11][C:10]=12)=[N:4][OH:5].C[Si]([N:26]=[C:27]=[O:28])(C)C.N1C=CC=CC=1. Given the product [C:27]([O:5][N:4]=[C:3]([C:6]1[C:7]([C:15]2[CH:20]=[CH:19][CH:18]=[CH:17][CH:16]=2)=[N:8][N:9]2[CH:14]=[CH:13][CH:12]=[CH:11][C:10]=12)[CH:2]([CH3:21])[CH3:1])(=[O:28])[NH2:26], predict the reactants needed to synthesize it. (2) Given the product [CH3:22][C:23]1([CH3:39])[C:27]([CH3:29])([CH3:28])[O:26][B:25]([C:2]2[CH:3]=[C:4]([CH:19]=[CH:20][CH:21]=2)[CH:5]=[C:6]2[CH2:11][CH2:10][N:9]([C:12]([O:14][C:15]([CH3:18])([CH3:17])[CH3:16])=[O:13])[CH2:8][CH2:7]2)[O:24]1, predict the reactants needed to synthesize it. The reactants are: Br[C:2]1[CH:3]=[C:4]([CH:19]=[CH:20][CH:21]=1)[CH:5]=[C:6]1[CH2:11][CH2:10][N:9]([C:12]([O:14][C:15]([CH3:18])([CH3:17])[CH3:16])=[O:13])[CH2:8][CH2:7]1.[CH3:22][C:23]1([CH3:39])[C:27]([CH3:29])([CH3:28])[O:26][B:25]([B:25]2[O:26][C:27]([CH3:29])([CH3:28])[C:23]([CH3:39])([CH3:22])[O:24]2)[O:24]1.C([O-])(=O)C.[K+]. (3) Given the product [CH3:50][C:51]([CH3:69])([CH2:65][CH2:66][CH:67]=[CH2:68])[CH2:52][O:53][C:54]([NH:56][C@@H:57]([C:61]([CH3:62])([CH3:63])[CH3:64])[C:58]([N:30]1[CH2:31][C@:27]([O:26][CH3:25])([C:36]2[CH:45]=[CH:44][C:43]3[C:38](=[CH:39][C:40]([CH:48]=[CH2:49])=[C:41]([O:46][CH3:47])[CH:42]=3)[CH:37]=2)[CH2:28][C@H:29]1[C:32]([O:34][CH3:35])=[O:33])=[O:59])=[O:55], predict the reactants needed to synthesize it. The reactants are: CN(C(ON1N=NC2C=CC=NC1=2)=[N+](C)C)C.F[P-](F)(F)(F)(F)F.[CH3:25][O:26][C@:27]1([C:36]2[CH:45]=[CH:44][C:43]3[C:38](=[CH:39][C:40]([CH:48]=[CH2:49])=[C:41]([O:46][CH3:47])[CH:42]=3)[CH:37]=2)[CH2:31][NH:30][C@H:29]([C:32]([O:34][CH3:35])=[O:33])[CH2:28]1.[CH3:50][C:51]([CH3:69])([CH2:65][CH2:66][CH:67]=[CH2:68])[CH2:52][O:53][C:54]([NH:56][C@@H:57]([C:61]([CH3:64])([CH3:63])[CH3:62])[C:58](O)=[O:59])=[O:55]. (4) The reactants are: [CH2:1]([C:3]1[N:7]([C:8]2[CH:13]=[CH:12][CH:11]=[CH:10][CH:9]=2)[N:6]=[CH:5][C:4]=1[CH:14]([OH:16])[CH3:15])[CH3:2]. Given the product [CH2:1]([C:3]1[N:7]([C:8]2[CH:9]=[CH:10][CH:11]=[CH:12][CH:13]=2)[N:6]=[CH:5][C:4]=1[C:14](=[O:16])[CH3:15])[CH3:2], predict the reactants needed to synthesize it. (5) Given the product [O:11]1[C:10]2[CH:14]=[CH:15][C:7]([B:16]([OH:21])[OH:17])=[CH:8][C:9]=2[O:13][CH2:12]1, predict the reactants needed to synthesize it. The reactants are: C([Li])CCC.Br[C:7]1[CH:15]=[CH:14][C:10]2[O:11][CH2:12][O:13][C:9]=2[CH:8]=1.[B:16](OC(C)C)([O:21]C(C)C)[O:17]C(C)C.OS(O)(=O)=O.